Task: Predict the reaction yield, written as a fraction of the theoretical maximum amount of product (1.0 means a 100% yield; for example, 0.34 means a 34% yield).. Dataset: Reaction yield outcomes from USPTO patents with 853,638 reactions (1) The reactants are [CH2:1]([O:8][C:9]1[CH:10]=[C:11]([CH:30]=[CH:31][CH:32]=1)[CH2:12][C@H:13]([CH:27]([CH3:29])[CH3:28])[CH2:14][C@H:15]([NH:19][C:20](=[O:26])[O:21][C:22]([CH3:25])([CH3:24])[CH3:23])[C@@H:16]1[CH2:18][O:17]1)[C:2]1[CH:7]=[CH:6][CH:5]=[CH:4][CH:3]=1.[NH4+:33].[OH-]. The product is [CH2:1]([O:8][C:9]1[CH:10]=[C:11]([CH:30]=[CH:31][CH:32]=1)[CH2:12][C@H:13]([CH:27]([CH3:29])[CH3:28])[CH2:14][C@H:15]([NH:19][C:20](=[O:26])[O:21][C:22]([CH3:25])([CH3:24])[CH3:23])[C@@H:16]([OH:17])[CH2:18][NH2:33])[C:2]1[CH:7]=[CH:6][CH:5]=[CH:4][CH:3]=1. The catalyst is CO. The yield is 1.00. (2) The reactants are [CH3:1][C:2]1([CH3:13])[C:11]2[C:6](=[CH:7][CH:8]=[CH:9][CH:10]=2)[CH2:5][C:4](=O)[CH2:3]1.[CH2:14]([NH2:17])[C:15]#[CH:16]. No catalyst specified. The product is [CH3:1][C:2]1([CH3:13])[CH2:3][C:4]2[N:17]=[CH:14][CH:15]=[CH:16][C:5]=2[C:6]2[CH:7]=[CH:8][CH:9]=[CH:10][C:11]1=2. The yield is 0.490. (3) The reactants are [Si]([O:8][CH2:9][C@H:10]1[CH2:21][CH2:20][C:19]2[S:18][C:17]3[N:16]=[CH:15][N:14]=[C:13]([O:22][CH:23]4[CH2:32][CH2:31][C:26]5(OCC[O:27]5)[CH2:25][CH2:24]4)[C:12]=3[C:11]1=2)(C(C)(C)C)(C)C.Cl.C(=O)(O)[O-].[Na+]. The catalyst is C1COCC1. The product is [OH:8][CH2:9][C@H:10]1[CH2:21][CH2:20][C:19]2[S:18][C:17]3[N:16]=[CH:15][N:14]=[C:13]([O:22][CH:23]4[CH2:32][CH2:31][C:26](=[O:27])[CH2:25][CH2:24]4)[C:12]=3[C:11]1=2. The yield is 0.800. (4) The reactants are Br[CH2:2][CH2:3][O:4][C:5]1[CH:20]=[CH:19][C:8]([O:9][C:10]2[S:11][C:12]3[CH:18]=[CH:17][CH:16]=[CH:15][C:13]=3[N:14]=2)=[CH:7][CH:6]=1.Cl.[NH:22]1[CH2:27][CH2:26][CH:25]([N:28]2[CH2:32][CH2:31][CH2:30][C:29]2=[O:33])[CH2:24][CH2:23]1.CNC. The catalyst is CC#N. The product is [S:11]1[C:12]2[CH:18]=[CH:17][CH:16]=[CH:15][C:13]=2[N:14]=[C:10]1[O:9][C:8]1[CH:19]=[CH:20][C:5]([O:4][CH2:3][CH2:2][N:22]2[CH2:23][CH2:24][CH:25]([N:28]3[CH2:32][CH2:31][CH2:30][C:29]3=[O:33])[CH2:26][CH2:27]2)=[CH:6][CH:7]=1. The yield is 0.630.